This data is from Forward reaction prediction with 1.9M reactions from USPTO patents (1976-2016). The task is: Predict the product of the given reaction. (1) Given the reactants O[C:2]1[C:10]([NH:11][C:12](=[O:23])[CH2:13][CH2:14][CH2:15][CH2:16][C:17]2[CH:22]=[CH:21][CH:20]=[CH:19][CH:18]=2)=[CH:9][CH:8]=[C:7]2[C:3]=1[C:4](=[O:24])[CH2:5][CH2:6]2.C1(C)C=CC(S([O-])(=O)=O)=CC=1.[NH+]1C=CC=CC=1, predict the reaction product. The product is: [C:17]1([CH2:16][CH2:15][CH2:14][CH2:13][C:12]2[O:23][C:2]3[C:3]4[C:4](=[O:24])[CH2:5][CH2:6][C:7]=4[CH:8]=[CH:9][C:10]=3[N:11]=2)[CH:22]=[CH:21][CH:20]=[CH:19][CH:18]=1. (2) Given the reactants C(OC([N:8]1[CH2:12][C@@H:11]([CH2:13][N:14]([CH:31]([CH3:33])[CH3:32])[C:15](=[O:30])[C:16]2[CH:21]=[CH:20][C:19]([O:22][CH3:23])=[C:18]([O:24][CH2:25][CH2:26][CH2:27][O:28][CH3:29])[CH:17]=2)[C@H:10]([NH2:34])[CH2:9]1)=O)(C)(C)C.[CH2:35]([N:42]1[CH2:46][CH2:45][C:44](=O)[CH2:43]1)[C:36]1[CH:41]=[CH:40][CH:39]=[CH:38][CH:37]=1.CC#N.O.CC#N, predict the reaction product. The product is: [CH2:35]([N:42]1[CH2:46][CH2:45][CH:44]([NH:34][C@@H:10]2[CH2:9][NH:8][CH2:12][C@H:11]2[CH2:13][N:14]([CH:31]([CH3:33])[CH3:32])[C:15](=[O:30])[C:16]2[CH:21]=[CH:20][C:19]([O:22][CH3:23])=[C:18]([O:24][CH2:25][CH2:26][CH2:27][O:28][CH3:29])[CH:17]=2)[CH2:43]1)[C:36]1[CH:41]=[CH:40][CH:39]=[CH:38][CH:37]=1. (3) Given the reactants [NH2:1][C:2]1[CH:7]=[CH:6][C:5]([C:8]2[C:12]([C:13]3[CH:18]=[CH:17][N:16]=[C:15]4[N:19](S(C5C=CC=CC=5)(=O)=O)[C:20]([C:22]5[CH:23]=[N:24][C:25]([N:28]6[CH2:33][CH2:32][N:31]([C:34]([O:36][C:37]([CH3:40])([CH3:39])[CH3:38])=[O:35])[CH2:30][CH2:29]6)=[N:26][CH:27]=5)=[CH:21][C:14]=34)=[CH:11][N:10]([CH3:50])[N:9]=2)=[CH:4][CH:3]=1.[OH-].[Na+], predict the reaction product. The product is: [NH2:1][C:2]1[CH:3]=[CH:4][C:5]([C:8]2[C:12]([C:13]3[CH:18]=[CH:17][N:16]=[C:15]4[NH:19][C:20]([C:22]5[CH:27]=[N:26][C:25]([N:28]6[CH2:29][CH2:30][N:31]([C:34]([O:36][C:37]([CH3:39])([CH3:38])[CH3:40])=[O:35])[CH2:32][CH2:33]6)=[N:24][CH:23]=5)=[CH:21][C:14]=34)=[CH:11][N:10]([CH3:50])[N:9]=2)=[CH:6][CH:7]=1. (4) Given the reactants [Br:1][C:2]1[CH:9]=[C:8](F)[C:7]([F:11])=[CH:6][C:3]=1[C:4]#[N:5].[N:12]1([C:17]2[CH:22]=[CH:21][C:20]([CH2:23][C@@H:24]([NH2:28])[C:25]([NH2:27])=[O:26])=[CH:19][CH:18]=2)[CH:16]=[CH:15][N:14]=[CH:13]1.CCN(C(C)C)C(C)C, predict the reaction product. The product is: [N:12]1([C:17]2[CH:18]=[CH:19][C:20]([CH2:23][C@@H:24]([NH:28][C:8]3[CH:9]=[C:2]([Br:1])[C:3]([C:4]#[N:5])=[CH:6][C:7]=3[F:11])[C:25]([NH2:27])=[O:26])=[CH:21][CH:22]=2)[CH:16]=[CH:15][N:14]=[CH:13]1. (5) Given the reactants [CH:1]([CH:3]1[CH2:7][CH2:6][CH:5]([CH:8]([N:12]2[CH:16]=[C:15]([C:17]3[C:18]4[CH:25]=[CH:24][N:23]([CH2:26][O:27][CH2:28][CH2:29][Si:30]([CH3:33])([CH3:32])[CH3:31])[C:19]=4[N:20]=[CH:21][N:22]=3)[CH:14]=[N:13]2)[CH2:9][C:10]#[N:11])[CH2:4]1)=[O:2].[BH4-].[Na+], predict the reaction product. The product is: [OH:2][CH2:1][CH:3]1[CH2:7][CH2:6][CH:5]([CH:8]([N:12]2[CH:16]=[C:15]([C:17]3[C:18]4[CH:25]=[CH:24][N:23]([CH2:26][O:27][CH2:28][CH2:29][Si:30]([CH3:31])([CH3:33])[CH3:32])[C:19]=4[N:20]=[CH:21][N:22]=3)[CH:14]=[N:13]2)[CH2:9][C:10]#[N:11])[CH2:4]1. (6) Given the reactants [C:1]([O:5][C:6](=[O:16])[NH:7][CH2:8][C:9]1[CH:14]=[CH:13][CH:12]=[C:11]([Cl:15])[CH:10]=1)([CH3:4])([CH3:3])[CH3:2].[H-].[Na+].[Cl:19][C:20]1[CH:25]=[N:24][CH:23]=[C:22](Cl)[N:21]=1.C(OCC)(=O)C, predict the reaction product. The product is: [C:1]([O:5][C:6](=[O:16])[N:7]([CH2:8][C:9]1[CH:14]=[CH:13][CH:12]=[C:11]([Cl:15])[CH:10]=1)[C:22]1[CH:23]=[N:24][CH:25]=[C:20]([Cl:19])[N:21]=1)([CH3:4])([CH3:2])[CH3:3]. (7) Given the reactants Br[C:2]1[CH:3]=[C:4]2[C:9](=[CH:10][CH:11]=1)[N:8]=[CH:7][C:6]([C:12](=[O:15])[CH2:13][CH3:14])=[C:5]2[NH:16][C:17]1[CH:22]=[CH:21][C:20]([CH2:23][N:24]([CH3:26])[CH3:25])=[CH:19][CH:18]=1.[Cl:27][C:28]1[CH:33]=[C:32](B2OC(C)(C)C(C)(C)O2)[CH:31]=[C:30]([Cl:43])[C:29]=1[OH:44], predict the reaction product. The product is: [Cl:27][C:28]1[CH:33]=[C:32]([C:2]2[CH:3]=[C:4]3[C:9](=[CH:10][CH:11]=2)[N:8]=[CH:7][C:6]([C:12](=[O:15])[CH2:13][CH3:14])=[C:5]3[NH:16][C:17]2[CH:22]=[CH:21][C:20]([CH2:23][N:24]([CH3:25])[CH3:26])=[CH:19][CH:18]=2)[CH:31]=[C:30]([Cl:43])[C:29]=1[OH:44]. (8) The product is: [CH2:1]([N:3]1[CH:11]=[C:10]2[C:5]([CH:6]=[CH:7][CH:8]=[C:9]2[NH2:12])=[N:4]1)[CH3:2]. Given the reactants [CH2:1]([N:3]1[CH:11]=[C:10]2[C:5]([CH:6]=[CH:7][CH:8]=[C:9]2[N+:12]([O-])=O)=[N:4]1)[CH3:2].NC1C=C(C=CC=1OC(C)C)C(N)=O, predict the reaction product.